From a dataset of Peptide-MHC class I binding affinity with 185,985 pairs from IEDB/IMGT. Regression. Given a peptide amino acid sequence and an MHC pseudo amino acid sequence, predict their binding affinity value. This is MHC class I binding data. (1) The peptide sequence is MQLQLNCAY. The MHC is HLA-B07:02 with pseudo-sequence HLA-B07:02. The binding affinity (normalized) is 0.149. (2) The peptide sequence is GLYSSTVPV. The binding affinity (normalized) is 0. The MHC is Patr-B0101 with pseudo-sequence Patr-B0101. (3) The peptide sequence is RQGLELTLL. The MHC is HLA-B27:05 with pseudo-sequence HLA-B27:05. The binding affinity (normalized) is 0.311.